This data is from NCI-60 drug combinations with 297,098 pairs across 59 cell lines. The task is: Regression. Given two drug SMILES strings and cell line genomic features, predict the synergy score measuring deviation from expected non-interaction effect. (1) Drug 2: C1CCC(C(C1)N)N.C(=O)(C(=O)[O-])[O-].[Pt+4]. Drug 1: CC1CCC2CC(C(=CC=CC=CC(CC(C(=O)C(C(C(=CC(C(=O)CC(OC(=O)C3CCCCN3C(=O)C(=O)C1(O2)O)C(C)CC4CCC(C(C4)OC)O)C)C)O)OC)C)C)C)OC. Cell line: T-47D. Synergy scores: CSS=40.3, Synergy_ZIP=0.131, Synergy_Bliss=12.4, Synergy_Loewe=13.9, Synergy_HSA=14.0. (2) Drug 1: C1CCN(CC1)CCOC2=CC=C(C=C2)C(=O)C3=C(SC4=C3C=CC(=C4)O)C5=CC=C(C=C5)O. Drug 2: C1CC(=O)NC(=O)C1N2C(=O)C3=CC=CC=C3C2=O. Cell line: SR. Synergy scores: CSS=3.49, Synergy_ZIP=-0.140, Synergy_Bliss=0.549, Synergy_Loewe=3.16, Synergy_HSA=1.46. (3) Drug 1: CN1C(=O)N2C=NC(=C2N=N1)C(=O)N. Drug 2: CC(C)CN1C=NC2=C1C3=CC=CC=C3N=C2N. Cell line: OVCAR-5. Synergy scores: CSS=-0.401, Synergy_ZIP=-0.226, Synergy_Bliss=-1.48, Synergy_Loewe=-1.48, Synergy_HSA=-1.68.